Predict which catalyst facilitates the given reaction. From a dataset of Catalyst prediction with 721,799 reactions and 888 catalyst types from USPTO. Reactant: [NH2:1][C:2]1[S:3][C:4]([C:10]2[CH:15]=[CH:14][C:13]([O:16][CH3:17])=[CH:12][CH:11]=2)=[CH:5][C:6]=1[C:7]([OH:9])=O.[C:18]([O:22][C:23]([N:25]1[CH2:31][CH2:30][CH2:29][CH2:28][C@H:27]([NH2:32])[CH2:26]1)=[O:24])([CH3:21])([CH3:20])[CH3:19].F[P-](F)(F)(F)(F)F.N1(O[P+](N(C)C)(N(C)C)N(C)C)C2C=CC=CC=2N=N1.CN1CCOCC1. Product: [C:18]([O:22][C:23]([N:25]1[CH2:31][CH2:30][CH2:29][CH2:28][C@H:27]([NH:32][C:7]([C:6]2[CH:5]=[C:4]([C:10]3[CH:15]=[CH:14][C:13]([O:16][CH3:17])=[CH:12][CH:11]=3)[S:3][C:2]=2[NH2:1])=[O:9])[CH2:26]1)=[O:24])([CH3:21])([CH3:19])[CH3:20]. The catalyst class is: 303.